Dataset: Retrosynthesis with 50K atom-mapped reactions and 10 reaction types from USPTO. Task: Predict the reactants needed to synthesize the given product. (1) The reactants are: COCc1[nH]c2c(ccc3cnc(Cl)cc32)c1C(=O)OC(C)(C)C.OB(O)/C=C/c1ccccc1. Given the product COCc1[nH]c2c(ccc3cnc(/C=C/c4ccccc4)cc32)c1C(=O)OC(C)(C)C, predict the reactants needed to synthesize it. (2) The reactants are: N#Cc1ccc(N2C(=O)N[C@H]3CCCC[C@@H]32)cc1C(F)(F)F.OCc1ccc(I)cc1F. Given the product N#Cc1ccc(N2C(=O)N(c3ccc(CO)c(F)c3)[C@H]3CCCC[C@@H]32)cc1C(F)(F)F, predict the reactants needed to synthesize it.